Task: Regression. Given two drug SMILES strings and cell line genomic features, predict the synergy score measuring deviation from expected non-interaction effect.. Dataset: NCI-60 drug combinations with 297,098 pairs across 59 cell lines Drug 1: C1=CN(C=N1)CC(O)(P(=O)(O)O)P(=O)(O)O. Drug 2: C1CN1C2=NC(=NC(=N2)N3CC3)N4CC4. Cell line: OVCAR-8. Synergy scores: CSS=19.8, Synergy_ZIP=-2.23, Synergy_Bliss=1.02, Synergy_Loewe=-6.51, Synergy_HSA=-0.787.